Dataset: Full USPTO retrosynthesis dataset with 1.9M reactions from patents (1976-2016). Task: Predict the reactants needed to synthesize the given product. Given the product [CH3:37][N:7]([CH3:6])[CH:8]1[CH2:9][N:10]([C:12]2[CH:17]=[C:16]([O:18][CH3:19])[C:15]([NH:20][C:21]3[N:26]=[C:25]([C:27]4[CH:28]=[N:29][N:30]5[CH:35]=[CH:34][CH:33]=[CH:32][C:31]=45)[CH:24]=[CH:23][N:22]=3)=[CH:14][C:13]=2[NH:36][C:1](=[O:4])[CH:2]=[CH2:3])[CH2:11]1, predict the reactants needed to synthesize it. The reactants are: [C:1](Cl)(=[O:4])[CH:2]=[CH2:3].[CH3:6][N:7]([CH3:37])[CH:8]1[CH2:11][N:10]([C:12]2[CH:17]=[C:16]([O:18][CH3:19])[C:15]([NH:20][C:21]3[N:26]=[C:25]([C:27]4[CH:28]=[N:29][N:30]5[CH:35]=[CH:34][CH:33]=[CH:32][C:31]=45)[CH:24]=[CH:23][N:22]=3)=[CH:14][C:13]=2[NH2:36])[CH2:9]1.